Dataset: Forward reaction prediction with 1.9M reactions from USPTO patents (1976-2016). Task: Predict the product of the given reaction. (1) Given the reactants [C:1](Cl)(=[O:4])[CH:2]=[CH2:3].Cl.[CH3:7][O:8][C:9]1[CH:14]=[CH:13][CH:12]=[CH:11][C:10]=1[N:15]1[CH2:20][CH2:19][NH:18][CH2:17][CH2:16]1.C(N(CC)CC)C.Cl, predict the reaction product. The product is: [CH3:7][O:8][C:9]1[CH:14]=[CH:13][CH:12]=[CH:11][C:10]=1[N:15]1[CH2:20][CH2:19][N:18]([C:1](=[O:4])[CH:2]=[CH2:3])[CH2:17][CH2:16]1. (2) Given the reactants [CH:1]12[C@@H:6]([C:7]([O:9][CH2:10][CH3:11])=[O:8])[CH:5]1[S:4][CH:3]=[CH:2]2.B(O[O-])=[O:13].O.[Na+].O, predict the reaction product. The product is: [OH:13][C@H:2]1[CH:1]2[CH:5]([C@@H:6]2[C:7]([O:9][CH2:10][CH3:11])=[O:8])[S:4][CH2:3]1. (3) Given the reactants CS([C:5]1[N:9]=[C:8]([N:10]2[CH2:15][CH2:14][S:13][CH2:12][CH2:11]2)[S:7][N:6]=1)(=O)=O.[CH2:16]([OH:20])[C:17]#[C:18][CH3:19].[H-].[Na+], predict the reaction product. The product is: [CH2:16]([O:20][C:5]1[N:9]=[C:8]([N:10]2[CH2:11][CH2:12][S:13][CH2:14][CH2:15]2)[S:7][N:6]=1)[C:17]#[C:18][CH3:19]. (4) Given the reactants [CH2:1]([C:3]1[O:7][N:6]=[C:5]([C:8]([O-:10])=O)[C:4]=1[C:11](=O)[C:12]1[CH:17]=[CH:16][CH:15]=[CH:14][CH:13]=1)C.C(O)(=O)C(O)=O.[CH2:25]([NH:27][NH2:28])[CH3:26], predict the reaction product. The product is: [CH2:3]([OH:7])[CH3:1].[CH2:25]([N:27]1[C:8](=[O:10])[C:5]2=[N:6][O:7][CH:3]=[C:4]2[C:11]([C:12]2[CH:13]=[CH:14][CH:15]=[CH:16][CH:17]=2)=[N:28]1)[CH3:26].